From a dataset of Retrosynthesis with 50K atom-mapped reactions and 10 reaction types from USPTO. Predict the reactants needed to synthesize the given product. (1) Given the product CCOC(=O)c1ccc(C2=NN(c3ccc(C#N)c(C)n3)[C@@H](C3CCCC3)C2)nc1OCC, predict the reactants needed to synthesize it. The reactants are: CCOC(=O)c1ccc(B2OC(C)(C)C(C)(C)O2)nc1OCC.Cc1nc(N2N=C(Cl)C[C@@H]2C2CCCC2)ccc1C#N. (2) Given the product COc1cnc2ccc(=O)n(CCN3C[C@H](O)[C@H](CN)C3)c2c1, predict the reactants needed to synthesize it. The reactants are: COc1cnc2ccc(=O)n(CCN3C[C@H](O)[C@H](CNC(=O)OCc4ccccc4)C3)c2c1. (3) The reactants are: CN(C)CCCCl.Oc1ccccc1CCCCc1ccccc1. Given the product CN(C)CCCOc1ccccc1CCCCc1ccccc1, predict the reactants needed to synthesize it. (4) Given the product Cc1nn(-c2cc(O)c(Br)cc2Br)c(=O)n1C(F)F, predict the reactants needed to synthesize it. The reactants are: COc1cc(-n2nc(C)n(C(F)F)c2=O)c(Br)cc1Br. (5) Given the product O=C(C=Cc1ccc([N+](=O)[O-])cc1)Oc1ccccc1, predict the reactants needed to synthesize it. The reactants are: O=C(O)C=Cc1ccc([N+](=O)[O-])cc1.Oc1ccccc1. (6) Given the product CS(=O)(=O)OCCn1c(SCc2noc(-c3cc(Cl)ccc3F)n2)nnc1-c1cccs1, predict the reactants needed to synthesize it. The reactants are: CS(=O)(=O)Cl.OCCn1c(SCc2noc(-c3cc(Cl)ccc3F)n2)nnc1-c1cccs1.